Task: Predict the product of the given reaction.. Dataset: Forward reaction prediction with 1.9M reactions from USPTO patents (1976-2016) (1) The product is: [Cl:1][C:2]1[CH:7]=[CH:6][C:5]([S:8]([N:11]([CH2:22][C:23]2[CH:28]=[CH:27][C:26]([F:29])=[C:25]([Cl:30])[CH:24]=2)[C@@H:12]2[CH2:17][CH2:16][CH2:15][CH2:14][C@@H:13]2[C:18]([NH2:20])=[O:19])(=[O:9])=[O:10])=[CH:4][CH:3]=1. Given the reactants [Cl:1][C:2]1[CH:7]=[CH:6][C:5]([S:8]([NH:11][C@@H:12]2[CH2:17][CH2:16][CH2:15][CH2:14][C@@H:13]2[C:18]([NH2:20])=[O:19])(=[O:10])=[O:9])=[CH:4][CH:3]=1.Br[CH2:22][C:23]1[CH:28]=[CH:27][C:26]([F:29])=[C:25]([Cl:30])[CH:24]=1, predict the reaction product. (2) Given the reactants C([O:3][C:4]([C:6]1[N:7]([C:25]2[CH:30]=[CH:29][C:28]([O:31][CH:32]3[CH2:36][CH2:35][CH2:34][CH2:33]3)=[CH:27][CH:26]=2)[C:8]2[C:13]([CH:14]=1)=[CH:12][C:11]([C:15]1[CH:20]=[CH:19][C:18]([C:21]([CH3:24])([CH3:23])[CH3:22])=[CH:17][CH:16]=1)=[CH:10][CH:9]=2)=[O:5])C.[OH-].[Na+].O.Cl, predict the reaction product. The product is: [C:21]([C:18]1[CH:19]=[CH:20][C:15]([C:11]2[CH:12]=[C:13]3[C:8](=[CH:9][CH:10]=2)[N:7]([C:25]2[CH:30]=[CH:29][C:28]([O:31][CH:32]4[CH2:36][CH2:35][CH2:34][CH2:33]4)=[CH:27][CH:26]=2)[C:6]([C:4]([OH:5])=[O:3])=[CH:14]3)=[CH:16][CH:17]=1)([CH3:24])([CH3:22])[CH3:23]. (3) Given the reactants [CH2:1](O[C@H]1C2C(=CC(OCCC)=CC=2)[C@@H](N)C1)C=C.C(O[BH-](OC(=O)C)OC(=O)C)(=O)C.[Na+].[CH2:33]1[CH:37]2[CH2:38][NH:39][CH2:40][CH:36]2[CH2:35][N:34]1[C:41]([O:43][C:44]([CH3:47])([CH3:46])[CH3:45])=[O:42].C=O.[OH-].[Na+], predict the reaction product. The product is: [CH3:1][N:39]1[CH2:38][CH:37]2[CH2:33][N:34]([C:41]([O:43][C:44]([CH3:47])([CH3:46])[CH3:45])=[O:42])[CH2:35][CH:36]2[CH2:40]1. (4) Given the reactants N[C:2]1[C:10]([Cl:11])=[CH:9][C:5]([C:6]([OH:8])=[O:7])=[C:4]([O:12][CH3:13])[CH:3]=1.N([O-])=O.[Na+].[I-:18].[K+].II, predict the reaction product. The product is: [I:18][C:2]1[C:10]([Cl:11])=[CH:9][C:5]([C:6]([OH:8])=[O:7])=[C:4]([O:12][CH3:13])[CH:3]=1. (5) Given the reactants [C:1]1([C:7]2[CH:8]=[C:9]3[C:13](=[C:14]([C:16]([NH2:18])=[O:17])[CH:15]=2)[NH:12][CH:11]=[CH:10]3)[CH:6]=[CH:5][CH:4]=[CH:3][CH:2]=1.C[O-].[Na+].[CH:22]([CH:24]1[CH2:29][CH2:28][N:27](C(OC(C)(C)C)=O)[CH2:26][CH2:25]1)=O.CCN(C(C)C)C(C)C.[CH2:46]([S:48](Cl)(=[O:50])=[O:49])[CH3:47], predict the reaction product. The product is: [CH2:46]([S:48]([N:27]1[CH2:26][CH2:25][C:24](=[CH:22][C:10]2[C:9]3[C:13](=[C:14]([C:16]([NH2:18])=[O:17])[CH:15]=[C:7]([C:1]4[CH:6]=[CH:5][CH:4]=[CH:3][CH:2]=4)[CH:8]=3)[NH:12][CH:11]=2)[CH2:29][CH2:28]1)(=[O:50])=[O:49])[CH3:47]. (6) Given the reactants [CH3:1][C:2]([N:7]1[CH2:12][CH2:11][N:10]([C:13]2[CH:18]=[CH:17][C:16]([C:19]([F:22])([F:21])[F:20])=[CH:15][N:14]=2)[CH2:9][CH2:8]1)([CH3:6])[C:3](O)=[O:4].CCN([CH:29]([CH3:31])[CH3:30])C(C)C.O.O[C:34]1[C:42]2[N:41]=NN[C:38]=2[CH:37]=[CH:36][CH:35]=1.Cl.[CH3:44]N(C)CCCN=C=NCC, predict the reaction product. The product is: [CH:34]12[CH2:31][CH:29]3[CH2:44][CH:36]([CH2:37][CH:38]([CH2:30]3)[CH:42]1[NH:41][C:3](=[O:4])[C:2]([CH3:1])([N:7]1[CH2:12][CH2:11][N:10]([C:13]3[CH:18]=[CH:17][C:16]([C:19]([F:20])([F:21])[F:22])=[CH:15][N:14]=3)[CH2:9][CH2:8]1)[CH3:6])[CH2:35]2. (7) Given the reactants [NH2:1][C:2]1[CH:3]=[C:4]([C:9]2[O:10][C:11]3[C:16]([C:17](=[O:19])[CH:18]=2)=[CH:15][CH:14]=[C:13]([O:20][CH3:21])[C:12]=3[O:22][CH3:23])[CH:5]=[CH:6][C:7]=1[NH2:8].Cl.[CH3:25][N:26]([CH3:33])[CH2:27][CH2:28][CH2:29][C:30](O)=O.C(=O)(O)[O-].[Na+], predict the reaction product. The product is: [CH3:25][N:26]([CH3:33])[CH2:27][CH2:28][CH2:29][C:30]1[NH:8][C:7]2[CH:6]=[CH:5][C:4]([C:9]3[O:10][C:11]4[C:16]([C:17](=[O:19])[CH:18]=3)=[CH:15][CH:14]=[C:13]([O:20][CH3:21])[C:12]=4[O:22][CH3:23])=[CH:3][C:2]=2[N:1]=1.